This data is from Peptide-MHC class I binding affinity with 185,985 pairs from IEDB/IMGT. The task is: Regression. Given a peptide amino acid sequence and an MHC pseudo amino acid sequence, predict their binding affinity value. This is MHC class I binding data. (1) The peptide sequence is QVPLRPMTY. The MHC is HLA-A80:01 with pseudo-sequence HLA-A80:01. The binding affinity (normalized) is 0.475. (2) The peptide sequence is ISGIGTFLHY. The MHC is HLA-A68:01 with pseudo-sequence HLA-A68:01. The binding affinity (normalized) is 0.0860. (3) The peptide sequence is ALSLIIVSV. The MHC is HLA-A02:06 with pseudo-sequence HLA-A02:06. The binding affinity (normalized) is 0.699. (4) The peptide sequence is GVPKTHLEL. The MHC is HLA-C06:02 with pseudo-sequence HLA-C06:02. The binding affinity (normalized) is 0.334. (5) The peptide sequence is LEEDIQHFL. The MHC is HLA-A02:12 with pseudo-sequence HLA-A02:12. The binding affinity (normalized) is 0.0847. (6) The peptide sequence is VPINVAEAY. The MHC is HLA-B53:01 with pseudo-sequence HLA-B53:01. The binding affinity (normalized) is 0.509.